From a dataset of Peptide-MHC class II binding affinity with 134,281 pairs from IEDB. Regression. Given a peptide amino acid sequence and an MHC pseudo amino acid sequence, predict their binding affinity value. This is MHC class II binding data. (1) The peptide sequence is YQIAFSRGNRAFIAI. The MHC is DRB1_1501 with pseudo-sequence DRB1_1501. The binding affinity (normalized) is 0.952. (2) The MHC is DRB1_0401 with pseudo-sequence DRB1_0401. The peptide sequence is AIGIITLYLGAVVQA. The binding affinity (normalized) is 0.201.